The task is: Predict the reactants needed to synthesize the given product.. This data is from Full USPTO retrosynthesis dataset with 1.9M reactions from patents (1976-2016). (1) Given the product [CH2:1]([N:8]1[CH2:12][CH2:11][CH:10]([C:22]2([OH:26])[CH2:25][CH2:24][CH2:23]2)[C:9]1=[O:13])[C:2]1[CH:7]=[CH:6][CH:5]=[CH:4][CH:3]=1, predict the reactants needed to synthesize it. The reactants are: [CH2:1]([N:8]1[CH2:12][CH2:11][CH2:10][C:9]1=[O:13])[C:2]1[CH:7]=[CH:6][CH:5]=[CH:4][CH:3]=1.C([N-]C(C)C)(C)C.[Li+].[C:22]1(=[O:26])[CH2:25][CH2:24][CH2:23]1.B(F)(F)F.CCOCC. (2) Given the product [O:11]1[CH2:12][CH2:13][O:14][CH:10]1[CH2:9][N:8]1[C:23](=[O:22])[CH:24]=[N:1][C:2]2[CH:7]=[CH:6][CH:5]=[N:4][C:3]1=2, predict the reactants needed to synthesize it. The reactants are: [NH2:1][C:2]1[C:3]([NH:8][CH2:9][CH:10]2[O:14][CH2:13][CH2:12][O:11]2)=[N:4][CH:5]=[CH:6][CH:7]=1.C1(C)C=CC=CC=1.[O:22]=[CH:23][C:24](OCC)=O.O. (3) Given the product [Cl:35][C:20]1[C:21]([NH:23][C:24]2[C:33]([F:34])=[CH:32][CH:31]=[CH:30][C:25]=2[C:26]([NH:28][CH3:29])=[O:27])=[N:22][C:17]([NH:1][C:2]2[CH:15]=[CH:14][C:5]3[CH2:6][CH2:7][O:8][C:9](=[O:13])[N:10]([CH2:11][CH3:12])[C:4]=3[CH:3]=2)=[N:18][CH:19]=1, predict the reactants needed to synthesize it. The reactants are: [NH2:1][C:2]1[CH:15]=[CH:14][C:5]2[CH2:6][CH2:7][O:8][C:9](=[O:13])[N:10]([CH2:11][CH3:12])[C:4]=2[CH:3]=1.Cl[C:17]1[N:22]=[C:21]([NH:23][C:24]2[C:33]([F:34])=[CH:32][CH:31]=[CH:30][C:25]=2[C:26]([NH:28][CH3:29])=[O:27])[C:20]([Cl:35])=[CH:19][N:18]=1. (4) Given the product [CH3:1][CH:2]([O:12][C:13](=[O:32])[C:14]1[C:19]([CH:35]=[CH2:36])=[CH:18][C:17]([O:28][CH3:29])=[CH:16][C:15]=1[O:30][CH3:31])[CH2:3][CH2:4][C:5](=[O:11])[CH2:6][CH2:7][CH2:8][CH:9]=[CH2:10], predict the reactants needed to synthesize it. The reactants are: [CH3:1][CH:2]([O:12][C:13](=[O:32])[C:14]1[C:19](OS(C(F)(F)F)(=O)=O)=[CH:18][C:17]([O:28][CH3:29])=[CH:16][C:15]=1[O:30][CH3:31])[CH2:3][CH2:4][C:5](=[O:11])[CH2:6][CH2:7][CH2:8][CH:9]=[CH2:10].[Cl-].[Li+].[CH:35]([Sn](CCCC)(CCCC)CCCC)=[CH2:36].O. (5) Given the product [Cl:1][C:2]1[CH:7]=[CH:6][C:5]([CH:8]([NH:21][C:22]2[CH:23]=[C:24]([CH3:30])[C:25](=[O:29])[N:26]([CH3:28])[CH:27]=2)[C:9]2[C:10]([C:15]([O:17][CH2:18][CH3:19])=[O:16])=[N:11][N:12]([CH3:14])[CH:13]=2)=[CH:4][CH:3]=1, predict the reactants needed to synthesize it. The reactants are: [Cl:1][C:2]1[CH:7]=[CH:6][C:5]([CH:8](O)[C:9]2[C:10]([C:15]([O:17][CH2:18][CH3:19])=[O:16])=[N:11][N:12]([CH3:14])[CH:13]=2)=[CH:4][CH:3]=1.[NH2:21][C:22]1[CH:23]=[C:24]([CH3:30])[C:25](=[O:29])[N:26]([CH3:28])[CH:27]=1.